This data is from Full USPTO retrosynthesis dataset with 1.9M reactions from patents (1976-2016). The task is: Predict the reactants needed to synthesize the given product. (1) Given the product [CH2:1]([N:4]1[C:12]2[C:11](=[O:13])[N:10]([CH3:14])[C:9](=[O:15])[N:8]([CH3:16])[C:7]=2[N:6]=[C:5]1[N:23]1[CH2:22][CH:21]([CH3:25])[NH:20][CH:19]([CH3:18])[CH2:24]1)[CH:2]=[CH2:3], predict the reactants needed to synthesize it. The reactants are: [CH2:1]([N:4]1[C:12]2[C:11](=[O:13])[N:10]([CH3:14])[C:9](=[O:15])[N:8]([CH3:16])[C:7]=2[N:6]=[C:5]1Cl)[CH:2]=[CH2:3].[CH3:18][C@H:19]1[CH2:24][NH:23][CH2:22][C@@H:21]([CH3:25])[NH:20]1.N12CCCN=C1CCCCC2. (2) Given the product [Br:1][C:2]1[CH:7]=[CH:6][C:5]([O:8][CH2:9][C:10]([NH2:12])([CH3:15])[CH3:11])=[CH:4][CH:3]=1, predict the reactants needed to synthesize it. The reactants are: [Br:1][C:2]1[CH:7]=[CH:6][C:5]([O:8][CH2:9][C:10]([CH3:15])([N+:12]([O-])=O)[CH3:11])=[CH:4][CH:3]=1.[Cl-].[NH4+]. (3) The reactants are: [NH2:1][C@H:2]1[C:11]2[C:6](=[CH:7][CH:8]=[CH:9][CH:10]=2)[N:5]([C:12](=[O:14])[CH3:13])[C@@H:4]([CH3:15])[C@@H:3]1[CH3:16].Cl[C:18]1[CH:23]=[CH:22][CH:21]=[C:20]([CH3:24])[N:19]=1.CC(C)([O-])C.[Na+].CN(C1C(C2C(P(C3CCCCC3)C3CCCCC3)=CC=CC=2)=CC=CC=1)C. Given the product [CH3:15][C@H:4]1[C@H:3]([CH3:16])[C@@H:2]([NH:1][C:18]2[CH:23]=[CH:22][CH:21]=[C:20]([CH3:24])[N:19]=2)[C:11]2[C:6](=[CH:7][CH:8]=[CH:9][CH:10]=2)[N:5]1[C:12](=[O:14])[CH3:13], predict the reactants needed to synthesize it. (4) Given the product [C:15]([O:19][C:20]([N:22]1[CH2:28][CH2:27][C:26]2[C:29]([S:34][CH:35]([C:36]#[N:37])[CH2:1][CH3:2])=[C:30]([Cl:33])[CH:31]=[CH:32][C:25]=2[CH2:24][CH2:23]1)=[O:21])([CH3:18])([CH3:17])[CH3:16], predict the reactants needed to synthesize it. The reactants are: [CH:1]([N-]C(C)C)(C)[CH3:2].[Li+].C1CCCCC1.[C:15]([O:19][C:20]([N:22]1[CH2:28][CH2:27][C:26]2[C:29]([S:34][CH2:35][C:36]#[N:37])=[C:30]([Cl:33])[CH:31]=[CH:32][C:25]=2[CH2:24][CH2:23]1)=[O:21])([CH3:18])([CH3:17])[CH3:16].C(I)C. (5) Given the product [Br:19][C:16]1[S:15][C:14]([C:5]2[S:36][C:2]([Br:1])=[CH:3][CH:4]=2)=[CH:18][CH:17]=1.[Br:65][C:59]1[C:60]2[C:64](=[N:63][S:62][N:61]=2)[C:56]([Br:55])=[CH:57][CH:58]=1.[Br:67][C:68]1[C:69]([NH2:70])=[C:74]([NH2:73])[C:75]([Br:78])=[CH:76][CH:77]=1, predict the reactants needed to synthesize it. The reactants are: [Br:1][C:2]1C2C(=CC=CC=2)[C:5](Br)=[CH:4][CH:3]=1.Br[C:14]1[S:15][C:16]([Br:19])=[CH:17][CH:18]=1.BrC1C2C(C(Br)=C3C=1C=CC=C3)=CC=CC=2.[S:36]1C=CC=C1C1SC=CC=1.N1SN=C2C=CC=CC=12.[Br:55][C:56]1[C:64]2[C:60](=[N:61][S:62][N:63]=2)[C:59]([Br:65])=[CH:58][CH:57]=1.[Se].[Br:67][C:68]1[CH:77]=[CH:76][C:75]([Br:78])=[C:74]2[C:69]=1[N:70]=C(C1C=CC=CC=1)C(C1C=CC=CC=1)=[N:73]2. (6) Given the product [O:9]=[S:8]1(=[O:10])[C:4]2[CH:3]=[C:2]([CH2:29][C:28]([O:27][C:23]([CH3:26])([CH3:25])[CH3:24])=[O:31])[CH:21]=[CH:20][C:5]=2[C:6](=[O:19])[N:7]1[CH2:11][O:12][CH2:13][CH2:14][Si:15]([CH3:18])([CH3:17])[CH3:16], predict the reactants needed to synthesize it. The reactants are: Br[C:2]1[CH:21]=[CH:20][C:5]2[C:6](=[O:19])[N:7]([CH2:11][O:12][CH2:13][CH2:14][Si:15]([CH3:18])([CH3:17])[CH3:16])[S:8](=[O:10])(=[O:9])[C:4]=2[CH:3]=1.[Br-].[C:23]([O:27][C:28](=[O:31])[CH2:29][Zn+])([CH3:26])([CH3:25])[CH3:24]. (7) Given the product [CH:9]1([CH2:12][N:13]([CH3:23])[S:14]([NH:17][C:21]2[CH:20]=[C:41]3[C:36](=[CH:37][CH:38]=2)[N:35]=[C:34]([NH:33][C@H:24]2[C:32]4[C:27](=[CH:28][CH:29]=[CH:30][CH:31]=4)[CH2:26][CH2:25]2)[CH:43]=[CH:42]3)(=[O:15])=[O:16])[CH2:10][CH2:11]1, predict the reactants needed to synthesize it. The reactants are: FC(F)(F)S([O-])(=O)=O.[CH:9]1([CH2:12][N:13]([CH3:23])[S:14]([N:17]2[CH:21]=[CH:20][N+](C)=C2)(=[O:16])=[O:15])[CH2:11][CH2:10]1.[C@H:24]1([NH:33][C:34]2[CH:43]=[CH:42][C:41]3[C:36](=[CH:37][CH:38]=C(N)C=3)[N:35]=2)[C:32]2[C:27](=[CH:28][CH:29]=[CH:30][CH:31]=2)[CH2:26][CH2:25]1.